From a dataset of CYP2D6 inhibition data for predicting drug metabolism from PubChem BioAssay. Regression/Classification. Given a drug SMILES string, predict its absorption, distribution, metabolism, or excretion properties. Task type varies by dataset: regression for continuous measurements (e.g., permeability, clearance, half-life) or binary classification for categorical outcomes (e.g., BBB penetration, CYP inhibition). Dataset: cyp2d6_veith. The compound is Cc1cc(C)c(S(=O)(=O)Nc2cccc(C(F)(F)F)c2)c(C)c1. The result is 0 (non-inhibitor).